Dataset: Reaction yield outcomes from USPTO patents with 853,638 reactions. Task: Predict the reaction yield, written as a fraction of the theoretical maximum amount of product (1.0 means a 100% yield; for example, 0.34 means a 34% yield). (1) The reactants are CN(C)/[CH:3]=[C:4](\[C:15]1[NH:16][CH:17]=[CH:18][N:19]=1)/[C:5]([C:7]1[CH:12]=[CH:11][C:10]([C:13]#[N:14])=[CH:9][CH:8]=1)=O.Cl.[C:22]([NH:25][CH2:26][CH2:27][NH:28][C:29]([O:31][C:32]([CH3:35])([CH3:34])[CH3:33])=[O:30])(=[NH:24])[NH2:23].C([O-])([O-])=O.[Cs+].[Cs+]. The catalyst is CN1C(=O)CCC1. The product is [C:32]([O:31][C:29]([NH:28][CH2:27][CH2:26][NH:25][C:22]1[N:23]=[C:5]([C:7]2[CH:8]=[CH:9][C:10]([C:13]#[N:14])=[CH:11][CH:12]=2)[C:4]([C:15]2[NH:19][CH:18]=[CH:17][N:16]=2)=[CH:3][N:24]=1)=[O:30])([CH3:35])([CH3:34])[CH3:33]. The yield is 0.830. (2) The reactants are [N:1]([C@@H:4]1[CH2:8][N:7]([CH2:9][CH2:10][O:11][CH3:12])[CH2:6][C@H:5]1[OH:13])=[N+]=[N-]. The catalyst is CO.[Pd]. The product is [NH2:1][C@@H:4]1[CH2:8][N:7]([CH2:9][CH2:10][O:11][CH3:12])[CH2:6][C@H:5]1[OH:13]. The yield is 0.980. (3) The reactants are [Cl:1][C:2]1[CH:7]=[CH:6][C:5]([Cl:8])=[CH:4][C:3]=1B(O)O.Br[C:13]1[CH:14]=[C:15]([S:19]([NH:22][C:23]2[CH:28]=[CH:27][CH:26]=[CH:25][C:24]=2[S:29]([NH2:32])(=[O:31])=[O:30])(=[O:21])=[O:20])[CH:16]=[CH:17][CH:18]=1.C([O-])([O-])=O.[Na+].[Na+]. The catalyst is CN(C=O)C.C1C=CC([P]([Pd]([P](C2C=CC=CC=2)(C2C=CC=CC=2)C2C=CC=CC=2)([P](C2C=CC=CC=2)(C2C=CC=CC=2)C2C=CC=CC=2)[P](C2C=CC=CC=2)(C2C=CC=CC=2)C2C=CC=CC=2)(C2C=CC=CC=2)C2C=CC=CC=2)=CC=1. The product is [Cl:1][C:2]1[CH:7]=[CH:6][C:5]([Cl:8])=[CH:4][C:3]=1[C:13]1[CH:14]=[C:15]([S:19]([NH:22][C:23]2[CH:28]=[CH:27][CH:26]=[CH:25][C:24]=2[S:29]([NH2:32])(=[O:30])=[O:31])(=[O:21])=[O:20])[CH:16]=[CH:17][CH:18]=1. The yield is 0.130.